Task: Predict the product of the given reaction.. Dataset: Forward reaction prediction with 1.9M reactions from USPTO patents (1976-2016) (1) Given the reactants C[O:2][C:3]([C:5]1[S:6][C:7]([C:32]#[C:33][C:34]([CH3:37])([CH3:36])[CH3:35])=[CH:8][C:9]=1[N:10]([C@H:20]1[CH2:23][C@H:22]([O:24][CH2:25]C2C=CC=CC=2)[CH2:21]1)[C:11]([C@H:13]1[CH2:18][CH2:17][C@H:16]([CH3:19])[CH2:15][CH2:14]1)=[O:12])=[O:4].ClC1[N:44]=[CH:43][CH:42]=[CH:41][N:40]=1.C(#N)C.FC(F)(F)C(O)=O, predict the reaction product. The product is: [CH3:36][C:34]([CH3:35])([CH3:37])[C:33]#[C:32][C:7]1[S:6][C:5]([C:3]([OH:2])=[O:4])=[C:9]([N:10]([C:11]([C@H:13]2[CH2:14][CH2:15][C@H:16]([CH3:19])[CH2:17][CH2:18]2)=[O:12])[C@H:20]2[CH2:21][C@H:22]([O:24][C:25]3[N:44]=[CH:43][CH:42]=[CH:41][N:40]=3)[CH2:23]2)[CH:8]=1. (2) Given the reactants [F:1][C:2]1[CH:25]=[C:24]([F:26])[CH:23]=[CH:22][C:3]=1[CH2:4][NH:5][C:6]([C:8]1[C:9]([C:14]2[CH:19]=[CH:18][CH:17]=[CH:16][C:15]=2[CH2:20][NH2:21])=[CH:10][CH:11]=[CH:12][CH:13]=1)=[O:7].[CH3:27][O:28][C:29]1[CH:34]=[CH:33][C:32]([CH2:35][C:36](Cl)=[O:37])=[CH:31][CH:30]=1, predict the reaction product. The product is: [F:1][C:2]1[CH:25]=[C:24]([F:26])[CH:23]=[CH:22][C:3]=1[CH2:4][NH:5][C:6]([C:8]1[C:9]([C:14]2[CH:19]=[CH:18][CH:17]=[CH:16][C:15]=2[CH2:20][NH:21][C:36](=[O:37])[CH2:35][C:32]2[CH:33]=[CH:34][C:29]([O:28][CH3:27])=[CH:30][CH:31]=2)=[CH:10][CH:11]=[CH:12][CH:13]=1)=[O:7].